This data is from Full USPTO retrosynthesis dataset with 1.9M reactions from patents (1976-2016). The task is: Predict the reactants needed to synthesize the given product. (1) The reactants are: [CH2:1]([N:3]([CH2:11][CH2:12][N:13]1[CH2:18][CH2:17][S:16][C:15]2[CH:19]=[CH:20][C:21]([N+:23]([O-])=O)=[CH:22][C:14]1=2)[C:4](=[O:10])[O:5][C:6]([CH3:9])([CH3:8])[CH3:7])[CH3:2].O.NN. Given the product [NH2:23][C:21]1[CH:20]=[CH:19][C:15]2[S:16][CH2:17][CH2:18][N:13]([CH2:12][CH2:11][N:3]([CH2:1][CH3:2])[C:4](=[O:10])[O:5][C:6]([CH3:9])([CH3:8])[CH3:7])[C:14]=2[CH:22]=1, predict the reactants needed to synthesize it. (2) Given the product [N:26]([C@@H:22]1[CH2:21][CH2:20][C@H:19]([O:18][Si:5]([C:1]([CH3:2])([CH3:4])[CH3:3])([C:6]2[CH:7]=[CH:8][CH:9]=[CH:10][CH:11]=2)[C:12]2[CH:17]=[CH:16][CH:15]=[CH:14][CH:13]=2)[C@@:24]1([CH3:25])[OH:23])=[N+:27]=[N-:28], predict the reactants needed to synthesize it. The reactants are: [C:1]([Si:5]([O:18][C@@H:19]1[C@:24]2([CH3:25])[C@@H:22]([O:23]2)[CH2:21][CH2:20]1)([C:12]1[CH:17]=[CH:16][CH:15]=[CH:14][CH:13]=1)[C:6]1[CH:11]=[CH:10][CH:9]=[CH:8][CH:7]=1)([CH3:4])([CH3:3])[CH3:2].[N-:26]=[N+:27]=[N-:28].[Na+].CN(C=O)C.Cl([O-])(=O)(=O)=O.[Li+]. (3) Given the product [CH3:7][N:3]1[CH:4]=[CH:5][N:6]=[C:2]1[S:1][C:25]1[CH:24]=[CH:23][C:19]2[N:20]=[CH:21][N:22]=[C:17]([NH:8][C:9]3[CH:14]=[N:13][C:12]([CH3:15])=[CH:11][N:10]=3)[C:18]=2[N:26]=1, predict the reactants needed to synthesize it. The reactants are: [SH:1][C:2]1[N:3]([CH3:7])[CH:4]=[CH:5][N:6]=1.[NH2:8][C:9]1[CH:14]=[N:13][C:12]([CH3:15])=[CH:11][N:10]=1.Cl[C:17]1[C:18]2[N:26]=[C:25](Cl)[CH:24]=[CH:23][C:19]=2[N:20]=[CH:21][N:22]=1.